Predict the reactants needed to synthesize the given product. From a dataset of Full USPTO retrosynthesis dataset with 1.9M reactions from patents (1976-2016). (1) The reactants are: [NH2:1][CH2:2][C@@H:3]1[C@H:8]([CH3:9])[CH2:7][CH2:6][CH2:5][N:4]1C(C1C=C(C)C=CC=1C1C=NN(C)C=1)=O.[CH3:25][C:26]1[CH:34]=[CH:33][C:29]([C:30]([OH:32])=O)=[C:28]([N:35]2[N:39]=[CH:38][CH:37]=[N:36]2)[CH:27]=1. Given the product [NH2:1][CH2:2][C@@H:3]1[C@H:8]([CH3:9])[CH2:7][CH2:6][CH2:5][N:4]1[C:30]([C:29]1[CH:33]=[CH:34][C:26]([CH3:25])=[CH:27][C:28]=1[N:35]1[N:39]=[CH:38][CH:37]=[N:36]1)=[O:32], predict the reactants needed to synthesize it. (2) Given the product [CH3:20][C:2]([CH3:21])([NH:22][CH2:23][CH2:24][CH2:25][NH:26][C:27]([CH3:34])([CH3:33])[C:28](=[N:31][OH:32])[CH3:29])[C:3](=[N:18][OH:19])[CH2:4][O:5][CH2:6][CH:7]([OH:17])[CH2:8][N:9]1[CH:13]=[CH:12][N:11]=[C:10]1[N+:14]([O-:16])=[O:15], predict the reactants needed to synthesize it. The reactants are: Cl[C:2]([CH3:21])([CH3:20])[CH:3]([N:18]=[O:19])[CH2:4][O:5][CH2:6][CH:7]([OH:17])[CH2:8][N:9]1[CH:13]=[CH:12][N:11]=[C:10]1[N+:14]([O-:16])=[O:15].[NH2:22][CH2:23][CH2:24][CH2:25][NH:26][C:27]([CH3:34])([CH3:33])[C:28](=[N:31][OH:32])[CH2:29]C.C(N(C(C)C)CC)(C)C. (3) Given the product [ClH:31].[NH2:24][C@H:22]([CH3:23])[CH2:21][C:18]1[CH:17]=[CH:16][C:15]([S:12]([C:9]2[CH:10]=[CH:11][C:2]([OH:1])=[C:3]([CH:8]=2)[C:4]([O:6][CH2:32][CH3:33])=[O:5])(=[O:13])=[O:14])=[CH:20][CH:19]=1, predict the reactants needed to synthesize it. The reactants are: [OH:1][C:2]1[CH:11]=[CH:10][C:9]([S:12]([C:15]2[CH:20]=[CH:19][C:18]([CH2:21][C@H:22]([NH:24]C(=O)C(F)(F)F)[CH3:23])=[CH:17][CH:16]=2)(=[O:14])=[O:13])=[CH:8][C:3]=1[C:4]([O:6]C)=[O:5].[ClH:31].[CH2:32](O)[CH3:33].